This data is from Full USPTO retrosynthesis dataset with 1.9M reactions from patents (1976-2016). The task is: Predict the reactants needed to synthesize the given product. (1) Given the product [CH3:45][O:44][C@@H:43]1[CH2:42][O:41][C@@H:40]2[C@H:36]([O:35][C:25]3[N:26]([CH2:27][O:28][CH2:29][CH2:30][Si:31]([CH3:34])([CH3:33])[CH3:32])[C:8]4[C:9]([N:24]=3)=[N:10][C:11]([C:12]3[CH:17]=[CH:16][C:15]([C:18]5[CH:23]=[CH:22][CH:21]=[CH:20][CH:19]=5)=[CH:14][CH:13]=3)=[C:6]([Cl:5])[CH:7]=4)[CH2:37][O:38][C@H:39]12, predict the reactants needed to synthesize it. The reactants are: IC.[H-].[Na+].[Cl:5][C:6]1[CH:7]=[C:8]2[N:26]([CH2:27][O:28][CH2:29][CH2:30][Si:31]([CH3:34])([CH3:33])[CH3:32])[C:25]([O:35][C@H:36]3[C@H:40]4[O:41][CH2:42][C@@H:43]([OH:44])[C@H:39]4[O:38][CH2:37]3)=[N:24][C:9]2=[N:10][C:11]=1[C:12]1[CH:17]=[CH:16][C:15]([C:18]2[CH:23]=[CH:22][CH:21]=[CH:20][CH:19]=2)=[CH:14][CH:13]=1.[CH3:45]COC(C)=O.CCCCCC. (2) Given the product [F:47][C:44]1[CH:45]=[CH:46][C:41]([C:39]2[N:40]=[C:36]([CH2:35][CH:33]3[CH2:34][N:31]([C:58]([C:57]4[CH:61]=[CH:62][CH:63]=[C:55]([C:52]5[N:51]=[C:50]([C:49]([F:64])([F:48])[F:65])[O:54][N:53]=5)[CH:56]=4)=[O:59])[CH2:32]3)[S:37][CH:38]=2)=[CH:42][CH:43]=1, predict the reactants needed to synthesize it. The reactants are: CN(C1C=CC=CN=1)C.CCN=C=NCCCN(C)C.C1C=CC2N(O)N=NC=2C=1.[NH:31]1[CH2:34][CH:33]([CH2:35][C:36]2[S:37][CH:38]=[C:39]([C:41]3[CH:46]=[CH:45][C:44]([F:47])=[CH:43][CH:42]=3)[N:40]=2)[CH2:32]1.[F:48][C:49]([F:65])([F:64])[C:50]1[O:54][N:53]=[C:52]([C:55]2[CH:56]=[C:57]([CH:61]=[CH:62][CH:63]=2)[C:58](O)=[O:59])[N:51]=1. (3) Given the product [OH:1][C:2]1[CH:10]=[C:9]2[C:5]([CH2:6][CH2:7][C@:8]2([CH2:12][C:13]([O:15][CH3:21])=[O:14])[CH3:11])=[CH:4][CH:3]=1, predict the reactants needed to synthesize it. The reactants are: [OH:1][C:2]1[CH:10]=[C:9]2[C:5]([CH2:6][CH2:7][C@:8]2([CH2:12][C:13]([OH:15])=[O:14])[CH3:11])=[CH:4][CH:3]=1.S(=O)(=O)(O)O.[C:21](=O)(O)[O-].[Na+]. (4) Given the product [S:1]1[CH:5]=[C:4]([CH:15]([NH:19][C:20]2[CH:30]=[CH:29][CH:28]=[C:22]([C:23]([O:25][CH2:26][CH3:27])=[O:24])[CH:21]=2)[C:16]([OH:18])=[O:17])[C:3]2[CH:9]=[CH:10][CH:11]=[CH:12][C:2]1=2, predict the reactants needed to synthesize it. The reactants are: [S:1]1[CH:5]=[C:4](B(O)O)[C:3]2[CH:9]=[CH:10][CH:11]=[CH:12][C:2]1=2.O.O=[CH:15][C:16]([OH:18])=[O:17].[NH2:19][C:20]1[CH:21]=[C:22]([CH:28]=[CH:29][CH:30]=1)[C:23]([O:25][CH2:26][CH3:27])=[O:24]. (5) Given the product [C:1]([O:5][C:6]([N:8]1[C@@H:12]([CH2:13][CH2:14][C:15]2[CH:16]=[CH:17][C:18]([NH:21][C:42]([NH:41][C:36]3[CH:37]=[CH:38][C:39]([Cl:40])=[C:34]([Cl:33])[CH:35]=3)=[O:43])=[CH:19][CH:20]=2)[CH2:11][O:10][C:9]1([CH3:23])[CH3:22])=[O:7])([CH3:4])([CH3:2])[CH3:3], predict the reactants needed to synthesize it. The reactants are: [C:1]([O:5][C:6]([N:8]1[C@@H:12]([CH2:13][CH2:14][C:15]2[CH:20]=[CH:19][C:18]([NH2:21])=[CH:17][CH:16]=2)[CH2:11][O:10][C:9]1([CH3:23])[CH3:22])=[O:7])([CH3:4])([CH3:3])[CH3:2].C(N(CC)C(C)C)(C)C.[Cl:33][C:34]1[CH:35]=[C:36]([N:41]=[C:42]=[O:43])[CH:37]=[CH:38][C:39]=1[Cl:40]. (6) The reactants are: [C:1]([O:5][C:6]([N:8](C(OC(C)(C)C)=O)[C:9]1[C:14]([F:15])=[C:13]([C:16]2[CH:21]=[CH:20][C:19](Cl)=[C:18]([F:23])[CH:17]=2)[N:12]=[C:11]([C:24]([O:26][CH3:27])=[O:25])[C:10]=1[Cl:28])=[O:7])([CH3:4])([CH3:3])[CH3:2].FC(F)(F)C(O)=O.[Cl:43]C(Cl)C. Given the product [C:1]([O:5][C:6]([NH:8][C:9]1[C:14]([F:15])=[C:13]([C:16]2([Cl:43])[CH:21]=[CH:20][CH:19]=[C:18]([F:23])[CH2:17]2)[N:12]=[C:11]([C:24]([O:26][CH3:27])=[O:25])[C:10]=1[Cl:28])=[O:7])([CH3:4])([CH3:3])[CH3:2], predict the reactants needed to synthesize it. (7) Given the product [NH2:24][CH2:23][CH2:22][NH:25][C:2]1[N:7]=[N:6][C:5]([C:8]([NH2:10])=[O:9])=[C:4]([NH:11][C:12]2[CH:17]=[CH:16][C:15]([CH3:18])=[C:14]([N:19]([CH3:21])[CH3:20])[N:13]=2)[CH:3]=1, predict the reactants needed to synthesize it. The reactants are: Cl[C:2]1[N:7]=[N:6][C:5]([C:8]([NH2:10])=[O:9])=[C:4]([NH:11][C:12]2[CH:17]=[CH:16][C:15]([CH3:18])=[C:14]([N:19]([CH3:21])[CH3:20])[N:13]=2)[CH:3]=1.[CH2:22]([NH2:25])[CH2:23][NH2:24].